Dataset: Experimentally validated miRNA-target interactions with 360,000+ pairs, plus equal number of negative samples. Task: Binary Classification. Given a miRNA mature sequence and a target amino acid sequence, predict their likelihood of interaction. (1) The miRNA is mmu-miR-669g with sequence UGCAUUGUAUGUGUUGACAUGAU. The protein sequence of the target gene is MERDERPPSGGGGGGGSAGFLEPPAALPPPPRNGFCQDELAELDPGTNGETDSLTLGQGHIPVSVPDDRAEQRTCLICGDRATGLHYGIISCEGCKGFFKRSICNKRVYRCSRDKNCVMSRKQRNRCQYCRLLKCLQMGMNRKAIREDGMPGGRNKSIGPVQISEEEIERIMSGQEFEEEANHWSNHGDSDHSSPGNRASESNQPSPGSTLSSSRSVELNGFMAFRDQYMGMSVPPHYQYIPHLFSYSGHSPLLPPQARSLDPQSYSLIHQLMSAEDLEPLGTPMLIEDGYAVTQAELFA.... Result: 0 (no interaction). (2) The miRNA is mmu-miR-210-5p with sequence AGCCACUGCCCACCGCACACUG. The protein sequence of the target gene is MARATNLNAAPSAGASGPPDSLPSTLAPPSPGSPAALPRASTPCGLSGFSGLNIRSTSSMLTKPLQGHPSPPVTPTQPPGGKDRAAFEAEYRLGPLLGKGGFGTVFAGHRVTDRRQVAIKVISRNRVLGWSTVSDSVTCPLEVALLWKVGEGNGHPGVIRLLDWFETPEGFMLVLERPMPAQDLFDYITEKGPLGESCSRSFFTQVVAAVQHCHARGVVHRDIKDENILIDLCRGSIKLIDFGSGALLHDEPYTDFDGTRVYSPPEWISRHQYHALPATVWSLGVLLYDMVCGDIPFERD.... Result: 0 (no interaction). (3) The miRNA is mmu-miR-654-5p with sequence UGGUAAGCUGCAGAACAUGUGU. The protein sequence of the target gene is MISLTDTQKIGMGLTGFGVFFLFFGMILFFDKALLAIGNVLFVAGLAFVIGLERTFRFFFQRHKVKATGFFLGGVFVVLIGWPLIGMIFEIYGFFLLFRGFFPVVVGFIRRVPVLGSLLNLPGIRSFVDKVGESNNMV. Result: 0 (no interaction). (4) The miRNA is mmu-miR-7085-3p with sequence UAGCUGGCCUCUCCCCACCUUC. The protein sequence of the target gene is MVNVPKTRRTFCKKCGKHQPHKVTQYKKGKDSLYAQGRRRYDRKQSGYGGQTKPIFRKKAKTTKKIVLRLECVEPNCRSKRMLAIKRCKHFELGGDKKRKGQVIQF. Result: 0 (no interaction).